Dataset: Forward reaction prediction with 1.9M reactions from USPTO patents (1976-2016). Task: Predict the product of the given reaction. (1) Given the reactants [NH:1]1[CH2:5][CH2:4][CH2:3][CH2:2]1.N1C2C=CC=C[C:9]=2N=N1.[C:15]1([C:21]#[C:22][C:23]2[S:24][C:25]([CH:28]=O)=[CH:26][N:27]=2)[CH:20]=[CH:19][CH:18]=[CH:17][CH:16]=1.C1COCC1, predict the reaction product. The product is: [C:15]1([C:21]#[C:22][C:23]2[S:24][C:25]([CH:28]([N:1]3[CH2:5][CH2:4][CH2:3][CH2:2]3)[CH3:9])=[CH:26][N:27]=2)[CH:20]=[CH:19][CH:18]=[CH:17][CH:16]=1. (2) Given the reactants N1C=CC=CC=1.N1C(F)=NC(F)=NC=1[F:9].[NH2:16][CH2:17][CH2:18][C:19]1[N:27]=[C:26]([Cl:28])[CH:25]=[CH:24][C:20]=1[C:21](O)=[O:22], predict the reaction product. The product is: [NH2:16][CH2:17][CH2:18][C:19]1[N:27]=[C:26]([Cl:28])[CH:25]=[CH:24][C:20]=1[C:21]([F:9])=[O:22]. (3) Given the reactants O.[OH-].[Li+].[O:4]=[C:5]1[C:13]2([CH2:17][O:16][C:15]3[CH:18]=[C:19]4[C:23](=[CH:24][C:14]2=3)[CH2:22][CH2:21][O:20]4)[C:12]2[C:7](=[CH:8][CH:9]=[CH:10][CH:11]=2)[N:6]1[CH2:25][C:26]1[CH:35]=[CH:34][CH:33]=[CH:32][C:27]=1[C:28]([O:30]C)=[O:29], predict the reaction product. The product is: [O:4]=[C:5]1[C:13]2([CH2:17][O:16][C:15]3[CH:18]=[C:19]4[C:23](=[CH:24][C:14]2=3)[CH2:22][CH2:21][O:20]4)[C:12]2[C:7](=[CH:8][CH:9]=[CH:10][CH:11]=2)[N:6]1[CH2:25][C:26]1[CH:35]=[CH:34][CH:33]=[CH:32][C:27]=1[C:28]([OH:30])=[O:29]. (4) The product is: [Br:1][C:2]1[CH:7]=[C:6]([NH:8][C:9]2[C:14]([C:15]([NH2:16])=[O:17])=[N:13][CH:12]=[C:11]([O:18][C:19]3[CH:24]=[CH:23][CH:22]=[C:21]([N+:25]([O-:27])=[O:26])[CH:20]=3)[N:10]=2)[CH:5]=[CH:4][C:3]=1[N:28]1[CH2:33][CH2:32][NH:31][CH2:30][CH2:29]1. Given the reactants [Br:1][C:2]1[CH:7]=[C:6]([NH:8][C:9]2[C:14]([C:15](=[O:17])[NH2:16])=[N:13][CH:12]=[C:11]([O:18][C:19]3[CH:24]=[CH:23][CH:22]=[C:21]([N+:25]([O-:27])=[O:26])[CH:20]=3)[N:10]=2)[CH:5]=[CH:4][C:3]=1[N:28]1[CH2:33][CH2:32][N:31](C(OC(C)(C)C)=O)[CH2:30][CH2:29]1.FC(F)(F)C(O)=O, predict the reaction product. (5) Given the reactants C(Cl)(=O)C(Cl)=O.CS(C)=O.[Br:11][C:12]1[CH:41]=[CH:40][C:15]([CH2:16][C@H:17]2[C@@H:22]([OH:23])[C@@H:21]([NH:24][C:25]3([C:28]4[CH:33]=[CH:32][CH:31]=[C:30]([C:34]([CH3:37])([CH3:36])[CH3:35])[CH:29]=4)[CH2:27][CH2:26]3)[CH2:20][S:19](=[O:39])(=[O:38])[CH2:18]2)=[CH:14][CH:13]=1.C(N1CCCCC1)C.C(O)(=O)CC(CC(O)=O)(C(O)=O)O.[OH-].[Na+], predict the reaction product. The product is: [Br:11][C:12]1[CH:41]=[CH:40][C:15]([CH2:16][C@H:17]2[C:22](=[O:23])[C@@H:21]([NH:24][C:25]3([C:28]4[CH:33]=[CH:32][CH:31]=[C:30]([C:34]([CH3:37])([CH3:36])[CH3:35])[CH:29]=4)[CH2:27][CH2:26]3)[CH2:20][S:19](=[O:39])(=[O:38])[CH2:18]2)=[CH:14][CH:13]=1. (6) Given the reactants [CH2:1]([N:3]1[N:7]=[C:6]2[CH:8]=[CH:9][C:10]([C:12](OCC)=[O:13])=[CH:11][C:5]2=[N:4]1)[CH3:2].CC(C[AlH]CC(C)C)C, predict the reaction product. The product is: [CH2:1]([N:3]1[N:7]=[C:6]2[CH:8]=[CH:9][C:10]([CH2:12][OH:13])=[CH:11][C:5]2=[N:4]1)[CH3:2]. (7) The product is: [Br:12][C:4]1[NH:3][C:2]([CH3:1])=[C:6]([C:7]([O:9][CH2:10][CH3:11])=[O:8])[CH:5]=1. Given the reactants [CH3:1][C:2]1[NH:3][CH:4]=[CH:5][C:6]=1[C:7]([O:9][CH2:10][CH3:11])=[O:8].[Br:12]N1C(=O)CCC1=O.O, predict the reaction product. (8) Given the reactants [NH2:1][CH:2]1[CH2:6][N:5]([C:7]2[CH:8]=[CH:9][C:10]3[O:15][CH2:14][C:13](=[O:16])[NH:12][C:11]=3[CH:17]=2)[C:4](=[O:18])[CH2:3]1.[CH3:19][O:20][C:21]1[CH:22]=[CH:23][C:24]2[N:29]=[CH:28][C:27](=[O:30])[N:26]([CH2:31][CH2:32][CH:33]=O)[C:25]=2[N:35]=1.S([O-])([O-])(=O)=O.[Na+].[Na+].C(O[BH-](OC(=O)C)OC(=O)C)(=O)C.[Na+].C(=O)([O-])O.[Na+], predict the reaction product. The product is: [CH3:19][O:20][C:21]1[CH:22]=[CH:23][C:24]2[N:29]=[CH:28][C:27](=[O:30])[N:26]([CH2:31][CH2:32][CH2:33][NH:1][CH:2]3[CH2:3][C:4](=[O:18])[N:5]([C:7]4[CH:8]=[CH:9][C:10]5[O:15][CH2:14][C:13](=[O:16])[NH:12][C:11]=5[CH:17]=4)[CH2:6]3)[C:25]=2[N:35]=1. (9) Given the reactants Br[C:2]1[CH:3]=[C:4]([NH:8][C@H:9]([C:12]2[CH:17]=[CH:16][CH:15]=[CH:14][CH:13]=2)[CH2:10][OH:11])[CH:5]=[N:6][CH:7]=1.C([O-])([O-])=O.[K+].[K+].[F:24][C:25]1[CH:26]=[C:27](B2OC(C)(C)C(C)(C)O2)[CH:28]=[C:29]2[C:33]=1[NH:32][C:31](=[O:34])[CH2:30]2, predict the reaction product. The product is: [F:24][C:25]1[CH:26]=[C:27]([C:2]2[CH:7]=[N:6][CH:5]=[C:4]([NH:8][C@H:9]([C:12]3[CH:17]=[CH:16][CH:15]=[CH:14][CH:13]=3)[CH2:10][OH:11])[CH:3]=2)[CH:28]=[C:29]2[C:33]=1[NH:32][C:31](=[O:34])[CH2:30]2. (10) Given the reactants [CH:1]([CH:4]1[CH2:8][CH:7]([C:9](=[O:11])[CH3:10])[CH:6]([CH3:12])[CH2:5]1)([CH3:3])[CH3:2].O1CCC(=O)[CH2:15][CH2:14]1, predict the reaction product. The product is: [CH:1]([CH:4]1[CH2:8][CH:7]([C:9]([OH:11])([C:14]#[CH:15])[CH3:10])[CH:6]([CH3:12])[CH2:5]1)([CH3:3])[CH3:2].